This data is from TCR-epitope binding with 47,182 pairs between 192 epitopes and 23,139 TCRs. The task is: Binary Classification. Given a T-cell receptor sequence (or CDR3 region) and an epitope sequence, predict whether binding occurs between them. (1) The epitope is RLRAEAQVK. The TCR CDR3 sequence is CSVQGGGYNEQYF. Result: 1 (the TCR binds to the epitope). (2) The epitope is GLIYNRMGAVTTEV. The TCR CDR3 sequence is CASSSTGNTEAFF. Result: 1 (the TCR binds to the epitope). (3) The epitope is NYSGVVTTVMF. The TCR CDR3 sequence is CATYIGNTGELFF. Result: 0 (the TCR does not bind to the epitope). (4) The epitope is TSNQVAVLY. The TCR CDR3 sequence is CASSQDGIKSTDTQYF. Result: 0 (the TCR does not bind to the epitope).